Dataset: Full USPTO retrosynthesis dataset with 1.9M reactions from patents (1976-2016). Task: Predict the reactants needed to synthesize the given product. (1) Given the product [ClH:19].[CH3:1][C:2]1[CH:3]=[N:4][CH:5]=[C:6]([CH3:18])[C:7]=1[CH2:8][S:9][C:10]1[N:15]=[C:14]([OH:16])[CH:13]=[C:12]([CH3:17])[N:11]=1, predict the reactants needed to synthesize it. The reactants are: [CH3:1][C:2]1[CH:3]=[N:4][CH:5]=[C:6]([CH3:18])[C:7]=1[CH2:8][S:9][C:10]1[N:15]=[C:14]([OH:16])[CH:13]=[C:12]([CH3:17])[N:11]=1.[ClH:19].O1CCOCC1. (2) Given the product [CH2:15]([N:9]1[C:8]2[C:7](=[O:13])[NH:6][C:5](=[O:14])[N:4]([CH3:3])[C:12]=2[N:11]=[CH:10]1)[C:16]1[CH:21]=[CH:20][CH:19]=[CH:18][CH:17]=1, predict the reactants needed to synthesize it. The reactants are: [OH-].[Na+].[CH3:3][N:4]1[C:12]2[N:11]=[CH:10][NH:9][C:8]=2[C:7](=[O:13])[NH:6][C:5]1=[O:14].[CH2:15](Br)[C:16]1[CH:21]=[CH:20][CH:19]=[CH:18][CH:17]=1.O. (3) Given the product [F:10][C:5]1[CH:6]=[C:7]([F:9])[CH:8]=[C:3]([CH3:2])[C:4]=1[F:11], predict the reactants needed to synthesize it. The reactants are: Br[CH2:2][C:3]1[CH:8]=[C:7]([F:9])[CH:6]=[C:5]([F:10])[C:4]=1[F:11].FC1C=C(C)C=C(F)C=1. (4) Given the product [CH2:29]([C:27]1[CH:26]=[N:25][C:5]2[N:6]([C:8]([NH:10][CH:11]([C:14]3[CH:19]=[CH:18][C:17]([O:20][C:21]([F:22])([F:24])[F:23])=[CH:16][CH:15]=3)[CH2:12][CH3:13])=[O:9])[CH2:7][C:2](=[O:1])[NH:3][C:4]=2[CH:28]=1)[CH3:30], predict the reactants needed to synthesize it. The reactants are: [O:1]=[C:2]1[CH2:7][N:6]([C:8]([NH:10][CH:11]([C:14]2[CH:19]=[CH:18][C:17]([O:20][C:21]([F:24])([F:23])[F:22])=[CH:16][CH:15]=2)[CH2:12][CH3:13])=[O:9])[C:5]2[N:25]=[CH:26][C:27]([CH:29]=[CH2:30])=[CH:28][C:4]=2[NH:3]1.